Dataset: Reaction yield outcomes from USPTO patents with 853,638 reactions. Task: Predict the reaction yield, written as a fraction of the theoretical maximum amount of product (1.0 means a 100% yield; for example, 0.34 means a 34% yield). (1) The reactants are [CH:1]1[C:2]([C:10]([O:12][CH2:13][CH3:14])=[O:11])=[CH:3][N:4]2[C:9]=1[CH:8]=[CH:7][CH:6]=[CH:5]2.F[B-](F)(F)F.C1(P(C2CCCC2)C2CCCC2)CCCC1.C([O-])([O-])=O.[Cs+].[Cs+].Cl[C:43]1[CH:48]=[CH:47][CH:46]=[CH:45][C:44]=1[F:49]. The catalyst is CC([O-])=O.CC([O-])=O.[Pd+2].C1(C)C=CC=CC=1. The product is [F:49][C:44]1[CH:45]=[CH:46][CH:47]=[CH:48][C:43]=1[C:3]1[N:4]2[C:9]([CH:8]=[CH:7][CH:6]=[CH:5]2)=[CH:1][C:2]=1[C:10]([O:12][CH2:13][CH3:14])=[O:11]. The yield is 0.850. (2) The reactants are [Br:1][C:2]1[C:7]([OH:8])=[CH:6][CH:5]=[C:4]([CH3:9])[N:3]=1.[C:10]([O-])([O-])=O.[K+].[K+].CI. The catalyst is CC(C)=O. The product is [Br:1][C:2]1[C:7]([O:8][CH3:10])=[CH:6][CH:5]=[C:4]([CH3:9])[N:3]=1. The yield is 0.360. (3) The reactants are [Cl:1][C:2]1[C:3]2[CH:10]=[CH:9][NH:8][C:4]=2[N:5]=[CH:6][N:7]=1.C1C(=O)N([Br:18])C(=O)C1. No catalyst specified. The product is [Br:18][C:10]1[C:3]2[C:2]([Cl:1])=[N:7][CH:6]=[N:5][C:4]=2[NH:8][CH:9]=1. The yield is 0.790. (4) The product is [Br:1][C:2]1[O:10][C:9]2[CH:8]=[CH:7][C:6]([CH2:11][C:12]([O:14][CH3:15])=[O:13])=[CH:5][C:4]=2[CH:3]=1. The yield is 0.730. The reactants are [Br:1][C:2](Br)=[CH:3][C:4]1[CH:5]=[C:6]([CH2:11][C:12]([O:14][CH3:15])=[O:13])[CH:7]=[CH:8][C:9]=1[OH:10].[O-]P([O-])([O-])=O.[K+].[K+].[K+].O. The catalyst is C1COCC1.[Cu]I. (5) The reactants are Br[C:2]1[CH:7]=[C:6]([C:8]2[C:9]([C:14]3[CH:19]=[CH:18][CH:17]=[CH:16][CH:15]=3)=[N:10][O:11][C:12]=2[CH3:13])[CH:5]=[CH:4][N:3]=1.[NH2:20][C:21]1[CH:26]=[CH:25][CH:24]=[CH:23][CH:22]=1.C1C=CC(P(C2C(C3C(P(C4C=CC=CC=4)C4C=CC=CC=4)=CC=C4C=3C=CC=C4)=C3C(C=CC=C3)=CC=2)C2C=CC=CC=2)=CC=1.CC([O-])(C)C.[Na+]. The catalyst is C1(C)C=CC=CC=1.C1C=CC(/C=C/C(/C=C/C2C=CC=CC=2)=O)=CC=1.C1C=CC(/C=C/C(/C=C/C2C=CC=CC=2)=O)=CC=1.C1C=CC(/C=C/C(/C=C/C2C=CC=CC=2)=O)=CC=1.[Pd].[Pd].CCOC(C)=O.C(Cl)Cl. The product is [CH3:13][C:12]1[O:11][N:10]=[C:9]([C:14]2[CH:19]=[CH:18][CH:17]=[CH:16][CH:15]=2)[C:8]=1[C:6]1[CH:5]=[CH:4][N:3]=[C:2]([NH:20][C:21]2[CH:26]=[CH:25][CH:24]=[CH:23][CH:22]=2)[CH:7]=1. The yield is 0.610. (6) The reactants are [Cl:1][C:2]1[CH:10]=[CH:9][C:8]2[NH:7][C:6]3[CH2:11][CH2:12][N:13]([CH3:15])[CH2:14][C:5]=3[C:4]=2[CH:3]=1.[OH-].[K+].BrC[CH2:20][C:21]1[CH:26]=[CH:25][CH:24]=[CH:23][N:22]=1. The catalyst is CN1CCCC1=O.O. The product is [Cl:1][C:2]1[CH:10]=[CH:9][C:8]2[N:7]([CH2:20][CH2:21][N:22]3[CH:26]=[CH:25][CH:24]=[CH:23]3)[C:6]3[CH2:11][CH2:12][N:13]([CH3:15])[CH2:14][C:5]=3[C:4]=2[CH:3]=1. The yield is 0.0700. (7) The reactants are [OH:1][CH2:2][C:3]1[CH:4]=[C:5]([C:9]2[N:10]=[C:11]([N:26]3[CH2:31][CH2:30][O:29][CH2:28][CH2:27]3)[C:12]3[N:17]=[N:16][N:15]([CH2:18][C:19]([O:21]C(C)(C)C)=[O:20])[C:13]=3[N:14]=2)[CH:6]=[CH:7][CH:8]=1.C(O)(C(F)(F)F)=O. The catalyst is C(Cl)Cl. The product is [OH:1][CH2:2][C:3]1[CH:4]=[C:5]([C:9]2[N:10]=[C:11]([N:26]3[CH2:31][CH2:30][O:29][CH2:28][CH2:27]3)[C:12]3[N:17]=[N:16][N:15]([CH2:18][C:19]([OH:21])=[O:20])[C:13]=3[N:14]=2)[CH:6]=[CH:7][CH:8]=1. The yield is 0.870. (8) The reactants are C(O[C:4]1(O[Si](C)(C)C)[CH2:6][CH2:5]1)C.[N+:12]([C:15]1[CH:25]=[CH:24][C:18]2[CH2:19][CH2:20][NH:21][CH2:22][CH2:23][C:17]=2[CH:16]=1)([O-:14])=[O:13].[BH3-]C#N.[Na+].C(O)(=O)C. The catalyst is CO.O. The product is [CH:4]1([N:21]2[CH2:22][CH2:23][C:17]3[CH:16]=[C:15]([N+:12]([O-:14])=[O:13])[CH:25]=[CH:24][C:18]=3[CH2:19][CH2:20]2)[CH2:6][CH2:5]1. The yield is 0.830.